The task is: Regression. Given two drug SMILES strings and cell line genomic features, predict the synergy score measuring deviation from expected non-interaction effect.. This data is from NCI-60 drug combinations with 297,098 pairs across 59 cell lines. (1) Drug 1: C(=O)(N)NO. Drug 2: C1=NC2=C(N=C(N=C2N1C3C(C(C(O3)CO)O)F)Cl)N. Cell line: MOLT-4. Synergy scores: CSS=28.7, Synergy_ZIP=0.686, Synergy_Bliss=1.04, Synergy_Loewe=-44.2, Synergy_HSA=-2.09. (2) Drug 1: CC12CCC3C(C1CCC2=O)CC(=C)C4=CC(=O)C=CC34C. Drug 2: CC1=C2C(C(=O)C3(C(CC4C(C3C(C(C2(C)C)(CC1OC(=O)C(C(C5=CC=CC=C5)NC(=O)OC(C)(C)C)O)O)OC(=O)C6=CC=CC=C6)(CO4)OC(=O)C)O)C)O. Cell line: SNB-19. Synergy scores: CSS=51.6, Synergy_ZIP=-6.51, Synergy_Bliss=-5.45, Synergy_Loewe=-9.84, Synergy_HSA=-2.74. (3) Drug 1: CC1=C2C(C(=O)C3(C(CC4C(C3C(C(C2(C)C)(CC1OC(=O)C(C(C5=CC=CC=C5)NC(=O)OC(C)(C)C)O)O)OC(=O)C6=CC=CC=C6)(CO4)OC(=O)C)OC)C)OC. Drug 2: C1=C(C(=O)NC(=O)N1)N(CCCl)CCCl. Cell line: SW-620. Synergy scores: CSS=43.6, Synergy_ZIP=-5.08, Synergy_Bliss=-6.18, Synergy_Loewe=-8.40, Synergy_HSA=-1.27. (4) Drug 1: CC1C(C(=O)NC(C(=O)N2CCCC2C(=O)N(CC(=O)N(C(C(=O)O1)C(C)C)C)C)C(C)C)NC(=O)C3=C4C(=C(C=C3)C)OC5=C(C(=O)C(=C(C5=N4)C(=O)NC6C(OC(=O)C(N(C(=O)CN(C(=O)C7CCCN7C(=O)C(NC6=O)C(C)C)C)C)C(C)C)C)N)C. Drug 2: CCCCCOC(=O)NC1=NC(=O)N(C=C1F)C2C(C(C(O2)C)O)O. Cell line: NCI-H226. Synergy scores: CSS=1.42, Synergy_ZIP=-0.235, Synergy_Bliss=1.93, Synergy_Loewe=-1.80, Synergy_HSA=-1.78. (5) Drug 1: CN(C)C1=NC(=NC(=N1)N(C)C)N(C)C. Drug 2: C1CN1P(=S)(N2CC2)N3CC3. Cell line: SF-268. Synergy scores: CSS=21.4, Synergy_ZIP=-0.564, Synergy_Bliss=10.4, Synergy_Loewe=-0.0761, Synergy_HSA=4.88. (6) Drug 1: CC=C1C(=O)NC(C(=O)OC2CC(=O)NC(C(=O)NC(CSSCCC=C2)C(=O)N1)C(C)C)C(C)C. Drug 2: CCCCC(=O)OCC(=O)C1(CC(C2=C(C1)C(=C3C(=C2O)C(=O)C4=C(C3=O)C=CC=C4OC)O)OC5CC(C(C(O5)C)O)NC(=O)C(F)(F)F)O. Cell line: SF-268. Synergy scores: CSS=43.9, Synergy_ZIP=-12.4, Synergy_Bliss=-5.63, Synergy_Loewe=-4.56, Synergy_HSA=-3.88. (7) Drug 1: C1=CC(=C2C(=C1NCCNCCO)C(=O)C3=C(C=CC(=C3C2=O)O)O)NCCNCCO. Drug 2: CC(C)(C#N)C1=CC(=CC(=C1)CN2C=NC=N2)C(C)(C)C#N. Cell line: SK-OV-3. Synergy scores: CSS=50.5, Synergy_ZIP=-5.04, Synergy_Bliss=-7.91, Synergy_Loewe=-23.1, Synergy_HSA=-6.81. (8) Drug 1: CN(CC1=CN=C2C(=N1)C(=NC(=N2)N)N)C3=CC=C(C=C3)C(=O)NC(CCC(=O)O)C(=O)O. Drug 2: CC(C)(C#N)C1=CC=C(C=C1)N2C3=C4C=C(C=CC4=NC=C3N(C2=O)C)C5=CC6=CC=CC=C6N=C5. Cell line: HCT116. Synergy scores: CSS=47.8, Synergy_ZIP=-7.03, Synergy_Bliss=-13.5, Synergy_Loewe=-15.5, Synergy_HSA=-11.0. (9) Drug 1: C1CN1C2=NC(=NC(=N2)N3CC3)N4CC4. Drug 2: CN(CCCl)CCCl.Cl. Cell line: CCRF-CEM. Synergy scores: CSS=36.4, Synergy_ZIP=-3.11, Synergy_Bliss=-5.93, Synergy_Loewe=-11.0, Synergy_HSA=-4.84. (10) Drug 1: CCN(CC)CCNC(=O)C1=C(NC(=C1C)C=C2C3=C(C=CC(=C3)F)NC2=O)C. Drug 2: C1C(C(OC1N2C=NC3=C2NC=NCC3O)CO)O. Cell line: U251. Synergy scores: CSS=-0.0590, Synergy_ZIP=0.175, Synergy_Bliss=-0.956, Synergy_Loewe=-4.83, Synergy_HSA=-3.54.